Dataset: Full USPTO retrosynthesis dataset with 1.9M reactions from patents (1976-2016). Task: Predict the reactants needed to synthesize the given product. (1) Given the product [CH:1]1[C:13]2[CH2:12][C:11]3[C:6](=[CH:7][CH:8]=[CH:9][CH:10]=3)[C:5]=2[CH:4]=[CH:3][C:2]=1[CH:14]([OH:15])[CH2:21][CH2:20][CH2:19][CH:18]=[CH2:17], predict the reactants needed to synthesize it. The reactants are: [CH:1]1[C:13]2[CH2:12][C:11]3[C:6](=[CH:7][CH:8]=[CH:9][CH:10]=3)[C:5]=2[CH:4]=[CH:3][C:2]=1[CH:14]=[O:15].Br[CH2:17][CH2:18][CH2:19][CH:20]=[CH2:21].[Mg]. (2) Given the product [NH2:1][C:2]1[N:3]([CH2:18][CH3:19])[C:4]2[C:9]([C:10](=[O:16])[C:11]=1[C:12]([NH:14][CH3:15])=[O:13])=[CH:8][CH:7]=[C:6]([C:27]#[C:26][CH:25]([CH:20]1[CH2:24][CH2:23][CH2:22][CH2:21]1)[OH:28])[N:5]=2, predict the reactants needed to synthesize it. The reactants are: [NH2:1][C:2]1[N:3]([CH2:18][CH3:19])[C:4]2[C:9]([C:10](=[O:16])[C:11]=1[C:12]([NH:14][CH3:15])=[O:13])=[CH:8][CH:7]=[C:6](Cl)[N:5]=2.[CH:20]1([CH:25]([OH:28])[C:26]#[CH:27])[CH2:24][CH2:23][CH2:22][CH2:21]1. (3) Given the product [O:1]1[CH2:6][CH2:5][CH2:4][CH2:3][CH:2]1[O:7][CH2:8][CH2:9][CH2:10][C:11]1[CH:12]=[C:13]2[C:17](=[CH:18][CH:19]=1)[C:16](=[O:20])[O:15][CH2:14]2, predict the reactants needed to synthesize it. The reactants are: [O:1]1[CH2:6][CH2:5][CH2:4][CH2:3][CH:2]1[O:7][CH2:8][C:9]#[C:10][C:11]1[CH:12]=[C:13]2[C:17](=[CH:18][CH:19]=1)[C:16](=[O:20])[O:15][CH2:14]2.[H][H]. (4) Given the product [F:1][C:2]1[CH:9]=[CH:8][CH:7]=[CH:6][C:3]=1[CH2:4][O:10][C:11]1[CH:16]=[CH:15][C:14]([C@@H:17]2[CH2:19][C@H:18]2[NH:20][C:21](=[O:27])[O:22][C:23]([CH3:25])([CH3:24])[CH3:26])=[CH:13][CH:12]=1, predict the reactants needed to synthesize it. The reactants are: [F:1][C:2]1[CH:9]=[CH:8][CH:7]=[CH:6][C:3]=1[CH2:4]Br.[OH:10][C:11]1[CH:16]=[CH:15][C:14]([C@@H:17]2[CH2:19][C@H:18]2[NH:20][C:21](=[O:27])[O:22][C:23]([CH3:26])([CH3:25])[CH3:24])=[CH:13][CH:12]=1.C([O-])([O-])=O.[K+].[K+].